From a dataset of Forward reaction prediction with 1.9M reactions from USPTO patents (1976-2016). Predict the product of the given reaction. (1) Given the reactants [N:1]1[C:14]2[C:5](=[CH:6][CH:7]=[C:8]3[C:13]=2[N:12]=[CH:11][CH:10]=[CH:9]3)[CH:4]=[CH:3][CH:2]=1.[Br-].[K+].S(=O)(=O)(O)[OH:18].[N+]([O-])(O)=O.[OH-:26].[Na+], predict the reaction product. The product is: [N:1]1[C:14]2[C:13]3[C:8](=[CH:9][CH:10]=[CH:11][N:12]=3)[C:7](=[O:26])[C:6](=[O:18])[C:5]=2[CH:4]=[CH:3][CH:2]=1. (2) Given the reactants [C:1]([O-:6])(=[O:5])[C:2]([CH3:4])=[O:3].[CH:7]1[N:8]=[C:9]([NH2:50])[C:10]2[N:15]=[CH:14][N:13]([C@@H:16]3[O:20][C@H:19]([CH2:21][O:22][P:23]([O:26][P:27]([O:30][CH2:31][C@H:32]4[O:36][C@@H:35]([N:37]5[CH:42]=[C:41]([C:43]([NH2:45])=[O:44])[CH2:40][CH:39]=[CH:38]5)[C@H:34]([OH:46])[C@@H:33]4[OH:47])([OH:29])=[O:28])([OH:25])=[O:24])[C@@H:18]([OH:48])[C@H:17]3[OH:49])[C:11]=2[N:12]=1, predict the reaction product. The product is: [CH:7]1[N:8]=[C:9]([NH2:50])[C:10]2[N:15]=[CH:14][N:13]([C@@H:16]3[O:20][C@H:19]([CH2:21][O:22][P:23]([O:26][P:27]([O:30][CH2:31][C@H:32]4[O:36][C@@H:35]([N:37]5[CH:42]=[C:41]([C:43]([NH2:45])=[O:44])[CH2:40][CH:39]=[CH:38]5)[C@H:34]([OH:46])[C@@H:33]4[OH:47])([OH:29])=[O:28])([OH:25])=[O:24])[C@@H:18]([OH:48])[C@H:17]3[OH:49])[C:11]=2[N:12]=1.[C:1]([O-:6])(=[O:5])[CH:2]([CH3:4])[OH:3]. (3) Given the reactants [F:1][C:2]1[CH:3]=[C:4]([C:16]2[CH:21]=[CH:20][N:19]3[C:22]([C:25]([NH:27][C:28]4[CH:33]=[C:32]([C:34](=[O:41])NC(C)(C)CO)[CH:31]=[CH:30][C:29]=4[F:42])=[O:26])=[CH:23][N:24]=[C:18]3[CH:17]=2)[CH:5]=[CH:6][C:7]=1[C:8](=[O:15])[NH:9][C:10]([CH3:14])([CH3:13])[CH2:11][OH:12].[OH-:43].[Na+].Cl, predict the reaction product. The product is: [F:42][C:29]1[CH:30]=[CH:31][C:32]([C:34]([OH:43])=[O:41])=[CH:33][C:28]=1[NH:27][C:25]([C:22]1[N:19]2[CH:20]=[CH:21][C:16]([C:4]3[CH:5]=[CH:6][C:7]([C:8](=[O:15])[NH:9][C:10]([CH3:14])([CH3:13])[CH2:11][OH:12])=[C:2]([F:1])[CH:3]=3)=[CH:17][C:18]2=[N:24][CH:23]=1)=[O:26]. (4) Given the reactants [N+:1]([C:4]1[CH:5]=[C:6]([CH:10]=[CH:11][C:12]=1[CH2:13]Br)[C:7]([OH:9])=[O:8])([O-:3])=[O:2].CO.[CH3:17]N(C1C=CC=CN=1)C.[NH2:26][CH2:27][C:28]([O:30][CH2:31][CH3:32])=[O:29].C(=O)([O-])O.[Na+], predict the reaction product. The product is: [CH2:31]([O:30][C:28]([CH2:27][NH:26][CH2:13][C:12]1[CH:11]=[CH:10][C:6]([C:7]([O:9][CH3:17])=[O:8])=[CH:5][C:4]=1[N+:1]([O-:3])=[O:2])=[O:29])[CH3:32]. (5) Given the reactants Cl.[Sn](Cl)Cl.[F:5][C:6]1[CH:11]=[CH:10][C:9]([N:12]2[CH2:17][CH2:16][CH2:15][CH2:14][CH2:13]2)=[C:8]([N+:18]([O-])=O)[CH:7]=1.C(=O)(O)[O-].[Na+], predict the reaction product. The product is: [F:5][C:6]1[CH:11]=[CH:10][C:9]([N:12]2[CH2:17][CH2:16][CH2:15][CH2:14][CH2:13]2)=[C:8]([CH:7]=1)[NH2:18]. (6) Given the reactants C([O-])([O-])=O.[Cs+].[Cs+].[CH2:7]([O:9][C:10](=[O:19])[C:11]1[CH:16]=[CH:15][C:14]([OH:17])=[C:13]([OH:18])[CH:12]=1)[CH3:8].Br[CH2:21][CH2:22]Br, predict the reaction product. The product is: [CH2:7]([O:9][C:10]([C:11]1[CH:16]=[CH:15][C:14]2[O:17][CH2:21][CH2:22][O:18][C:13]=2[CH:12]=1)=[O:19])[CH3:8].